This data is from Forward reaction prediction with 1.9M reactions from USPTO patents (1976-2016). The task is: Predict the product of the given reaction. (1) Given the reactants [C:1]([OH:12])(=O)/[CH:2]=[CH:3]/[CH2:4][CH2:5][CH2:6][CH2:7][CH2:8][CH2:9][CH3:10].[CH2:13]([N:15]([CH2:19][CH3:20])[CH2:16][CH2:17][SH:18])[CH3:14], predict the reaction product. The product is: [C:1](=[O:12])([S:18][CH2:17][CH2:16][N:15]([CH2:19][CH3:20])[CH2:13][CH3:14])/[CH:2]=[CH:3]/[CH2:4][CH2:5][CH2:6][CH2:7][CH2:8][CH2:9][CH3:10]. (2) Given the reactants [ClH:1].[NH:2]1[C:10]2[C:5](=[CH:6][CH:7]=[CH:8][CH:9]=2)[C:4]([C:11]([NH:13][C:14]2[CH:19]=[CH:18][CH:17]=[C:16]([C:20]([CH:22]3[CH2:27][CH2:26][N:25]([CH3:28])[CH2:24][CH2:23]3)=[O:21])[N:15]=2)=[O:12])=[CH:3]1, predict the reaction product. The product is: [ClH:1].[ClH:1].[NH:2]1[C:10]2[C:5](=[CH:6][CH:7]=[CH:8][CH:9]=2)[C:4]([C:11]([NH:13][C:14]2[CH:19]=[CH:18][CH:17]=[C:16]([C:20]([CH:22]3[CH2:27][CH2:26][N:25]([CH3:28])[CH2:24][CH2:23]3)=[O:21])[N:15]=2)=[O:12])=[CH:3]1.